From a dataset of Full USPTO retrosynthesis dataset with 1.9M reactions from patents (1976-2016). Predict the reactants needed to synthesize the given product. (1) Given the product [F:43][C:2]([F:1])([F:44])[C:3]1[CH:4]=[C:5]([CH:36]=[C:37]([C:39]([F:42])([F:41])[F:40])[CH:38]=1)[CH2:6][N:7]([CH2:14][C:15]1[C:16]([N:27]([CH2:30][CH:31]2[CH2:32][CH2:33][CH2:34][CH2:35]2)[CH2:28][CH3:29])=[N:17][CH:18]=[C:19]([C:21]#[CH:22])[CH:20]=1)[C:8]1[N:9]=[N:10][N:11]([CH3:13])[N:12]=1, predict the reactants needed to synthesize it. The reactants are: [F:1][C:2]([F:44])([F:43])[C:3]1[CH:4]=[C:5]([CH:36]=[C:37]([C:39]([F:42])([F:41])[F:40])[CH:38]=1)[CH2:6][N:7]([CH2:14][C:15]1[C:16]([N:27]([CH2:30][CH:31]2[CH2:35][CH2:34][CH2:33][CH2:32]2)[CH2:28][CH3:29])=[N:17][CH:18]=[C:19]([C:21]#[C:22][Si](C)(C)C)[CH:20]=1)[C:8]1[N:9]=[N:10][N:11]([CH3:13])[N:12]=1.[F-].C([N+](CCCC)(CCCC)CCCC)CCC.O. (2) Given the product [CH3:20][C@@H:21]1[NH:22][CH2:23][CH2:24][N:25]([C@@H:7]([C:1]2[CH:6]=[CH:5][CH:4]=[CH:3][CH:2]=2)[CH3:8])[CH2:26]1, predict the reactants needed to synthesize it. The reactants are: [C:1]1([C@H:7](O)[CH3:8])[CH:6]=[CH:5][CH:4]=[CH:3][CH:2]=1.CS(Cl)(=O)=O.S([O-])(=O)(=O)C.[CH3:20][C@@H:21]1[CH2:26][NH:25][CH2:24][CH2:23][NH:22]1. (3) Given the product [F:14][C:15]1[CH:20]=[CH:19][CH:18]=[CH:17][C:16]=1[O:21][C:22]1[CH:29]=[CH:28][C:25]([CH2:26][NH:27][C:4](=[O:6])[C:3]2[CH:7]=[CH:8][C:9]([CH2:11][O:12][CH3:13])=[N:10][C:2]=2[NH2:1])=[CH:24][CH:23]=1, predict the reactants needed to synthesize it. The reactants are: [NH2:1][C:2]1[N:10]=[C:9]([CH2:11][O:12][CH3:13])[CH:8]=[CH:7][C:3]=1[C:4]([OH:6])=O.[F:14][C:15]1[CH:20]=[CH:19][CH:18]=[CH:17][C:16]=1[O:21][C:22]1[CH:29]=[CH:28][C:25]([CH2:26][NH2:27])=[CH:24][CH:23]=1.CN([P+](ON1N=NC2C=CC=CC1=2)(N(C)C)N(C)C)C.F[P-](F)(F)(F)(F)F.C(=O)(O)[O-].[Na+]. (4) Given the product [NH2:1][C:2]1[C:3]2[N:4]([C:8]([C@H:12]3[CH2:29][N:16]4[C:17](=[O:28])[CH2:18][N:19]([C:21]([CH3:27])([CH3:26])[C:22]([O:24][CH3:25])=[O:23])[CH2:20][C@@H:15]4[CH2:14][CH2:13]3)=[N:9][C:10]=2[C:38]2[CH:56]=[CH:55][C:41]([C:42](=[O:43])[NH:44][C:45]3[CH:50]=[C:49]([C:51]([F:52])([F:53])[F:54])[CH:48]=[CH:47][N:46]=3)=[CH:40][CH:39]=2)[CH:5]=[CH:6][N:7]=1, predict the reactants needed to synthesize it. The reactants are: [NH2:1][C:2]1[C:3]2[N:4]([C:8]([C@H:12]3[CH2:29][N:16]4[C:17](=[O:28])[CH2:18][N:19]([C:21]([CH3:27])([CH3:26])[C:22]([O:24][CH3:25])=[O:23])[CH2:20][C@@H:15]4[CH2:14][CH2:13]3)=[N:9][C:10]=2Br)[CH:5]=[CH:6][N:7]=1.CC1(C)C(C)(C)OB([C:38]2[CH:56]=[CH:55][C:41]([C:42]([NH:44][C:45]3[CH:50]=[C:49]([C:51]([F:54])([F:53])[F:52])[CH:48]=[CH:47][N:46]=3)=[O:43])=[CH:40][CH:39]=2)O1. (5) Given the product [Cl:8][C:6]1[C:5]([C:9]([F:12])([F:11])[F:10])=[CH:4][N:3]=[C:2]([NH:18][C:19]2[CH:24]=[CH:23][C:22]([N:25]3[CH2:30][CH2:29][CH:28]([NH:31][C:32](=[O:38])[O:33][C:34]([CH3:36])([CH3:35])[CH3:37])[CH2:27][CH2:26]3)=[CH:21][CH:20]=2)[N:7]=1, predict the reactants needed to synthesize it. The reactants are: Cl[C:2]1[N:7]=[C:6]([Cl:8])[C:5]([C:9]([F:12])([F:11])[F:10])=[CH:4][N:3]=1.C(OCC)C.[NH2:18][C:19]1[CH:24]=[CH:23][C:22]([N:25]2[CH2:30][CH2:29][CH:28]([NH:31][C:32](=[O:38])[O:33][C:34]([CH3:37])([CH3:36])[CH3:35])[CH2:27][CH2:26]2)=[CH:21][CH:20]=1.CCN(CC)CC. (6) Given the product [CH3:18][C:17]([Si:14]([CH3:16])([CH3:15])[O:13][CH2:12][CH:9]1[O:8][C:5]2=[N:6][CH:7]=[C:2]([CH3:22])[CH:3]=[C:4]2[O:11][CH2:10]1)([CH3:20])[CH3:19], predict the reactants needed to synthesize it. The reactants are: Br[C:2]1[CH:3]=[C:4]2[O:11][CH2:10][CH:9]([CH2:12][O:13][Si:14]([C:17]([CH3:20])([CH3:19])[CH3:18])([CH3:16])[CH3:15])[O:8][C:5]2=[N:6][CH:7]=1.[Li][CH2:22]CCC.IC.[NH4+].[Cl-].